Dataset: Forward reaction prediction with 1.9M reactions from USPTO patents (1976-2016). Task: Predict the product of the given reaction. (1) Given the reactants [C:1]([O:5][C:6](=[O:16])[NH:7][CH2:8][C:9]1[CH:14]=[CH:13][C:12]([I:15])=[CH:11][CH:10]=1)([CH3:4])([CH3:3])[CH3:2].[H-].[Na+].Br[CH2:20][C:21]1[CH:26]=[CH:25][C:24]([I:27])=[CH:23][CH:22]=1, predict the reaction product. The product is: [C:1]([O:5][C:6](=[O:16])[N:7]([CH2:20][C:21]1[CH:26]=[CH:25][C:24]([I:27])=[CH:23][CH:22]=1)[CH2:8][C:9]1[CH:10]=[CH:11][C:12]([I:15])=[CH:13][CH:14]=1)([CH3:4])([CH3:2])[CH3:3]. (2) The product is: [CH2:1]([O:8][CH2:9][CH2:10][CH2:11][CH2:12][CH2:13][CH2:14][N:15]1[CH2:20][CH2:19][C:18](=[N:23][OH:24])[CH2:17][CH2:16]1)[C:2]1[CH:7]=[CH:6][CH:5]=[CH:4][CH:3]=1. Given the reactants [CH2:1]([O:8][CH2:9][CH2:10][CH2:11][CH2:12][CH2:13][CH2:14][N:15]1[CH2:20][CH2:19][C:18](=O)[CH2:17][CH2:16]1)[C:2]1[CH:7]=[CH:6][CH:5]=[CH:4][CH:3]=1.Cl.[NH2:23][OH:24], predict the reaction product. (3) The product is: [CH3:47][C:50]1[C:4]([N:8]([CH2:18][O:19][CH2:20][CH2:21][O:22][CH3:23])[S:9]([C:12]2[S:13][CH:14]=[CH:15][C:16]=2[C:25]2[CH:30]=[CH:29][C:28]([CH:31]=[O:32])=[CH:27][CH:26]=2)(=[O:10])=[O:11])=[N:3][O:44][C:45]=1[CH3:46]. Given the reactants CC1[N:3]=[C:4]([N:8]([CH2:18][O:19][CH2:20][CH2:21][O:22][CH3:23])[S:9]([C:12]2[S:13][CH:14]=[CH:15][C:16]=2Br)(=[O:11])=[O:10])SC=1C.B(O)(O)[C:25]1[CH:30]=[CH:29][C:28]([CH:31]=[O:32])=[CH:27][CH:26]=1.C(=O)([O-])[O-].[Na+].[Na+].C([O:44][CH2:45][CH3:46])(=O)C.[CH2:47]([CH2:50]OC)OC, predict the reaction product. (4) The product is: [NH:1]1[C:9]2[C:4](=[CH:5][C:6](/[CH:10]=[CH:31]/[C:32]([O:34][CH3:35])=[O:33])=[CH:7][CH:8]=2)[CH:3]=[CH:2]1. Given the reactants [NH:1]1[C:9]2[C:4](=[CH:5][C:6]([CH:10]=O)=[CH:7][CH:8]=2)[CH:3]=[CH:2]1.C1(P(=[CH:31][C:32]([O:34][CH3:35])=[O:33])(C2C=CC=CC=2)C2C=CC=CC=2)C=CC=CC=1, predict the reaction product.